From a dataset of Forward reaction prediction with 1.9M reactions from USPTO patents (1976-2016). Predict the product of the given reaction. The product is: [C:29]([C:18]1[C:13]2[O:12][CH2:11][C@H:10]([C:7]3[CH:6]=[CH:5][C:4]([CH:1]([CH3:2])[CH3:3])=[CH:9][CH:8]=3)[C:14]=2[C:15]([CH3:28])=[C:16]([NH:20][C:21](=[O:27])[CH2:22][C:23]([CH3:26])([CH3:25])[CH3:24])[C:17]=1[CH3:19])(=[O:36])[C:30]1[CH:35]=[CH:34][CH:33]=[CH:32][CH:31]=1. Given the reactants [CH:1]([C:4]1[CH:9]=[CH:8][C:7]([C@@H:10]2[C:14]3[C:15]([CH3:28])=[C:16]([NH:20][C:21](=[O:27])[CH2:22][C:23]([CH3:26])([CH3:25])[CH3:24])[C:17]([CH3:19])=[CH:18][C:13]=3[O:12][CH2:11]2)=[CH:6][CH:5]=1)([CH3:3])[CH3:2].[C:29](Cl)(=[O:36])[C:30]1[CH:35]=[CH:34][CH:33]=[CH:32][CH:31]=1, predict the reaction product.